This data is from Full USPTO retrosynthesis dataset with 1.9M reactions from patents (1976-2016). The task is: Predict the reactants needed to synthesize the given product. (1) Given the product [Br:1][C:2]1[CH:3]=[N:4][C:5]2[C:10]([CH:11]=1)=[CH:9][C:8]([O:12][CH:13]([S:17][CH3:18])[C:14]([NH:30][C:26]([CH3:29])([CH3:28])[CH3:27])=[O:16])=[C:7]([Cl:19])[CH:6]=2, predict the reactants needed to synthesize it. The reactants are: [Br:1][C:2]1[CH:3]=[N:4][C:5]2[C:10]([CH:11]=1)=[CH:9][C:8]([O:12][CH:13]([S:17][CH3:18])[C:14]([OH:16])=O)=[C:7]([Cl:19])[CH:6]=2.CSCC(O)=O.[C:26]([NH2:30])([CH3:29])([CH3:28])[CH3:27].Cl.CN(C)CCCN=C=NCC.C1C=NC2N(O)N=NC=2C=1. (2) Given the product [ClH:32].[CH3:1][C:2]1[C:3]([N:9]2[CH2:10][CH2:11][N:12]([C:15]([C:17]3[CH:18]=[CH:19][C:20]([N:23]4[C@@H:27]([CH2:28][O:29][CH3:30])[CH2:26][CH2:25][C:24]4=[O:31])=[CH:21][CH:22]=3)=[O:16])[CH2:13][CH2:14]2)=[N:4][CH:5]=[C:6]([CH3:8])[CH:7]=1, predict the reactants needed to synthesize it. The reactants are: [CH3:1][C:2]1[C:3]([N:9]2[CH2:14][CH2:13][N:12]([C:15]([C:17]3[CH:22]=[CH:21][C:20]([N:23]4[C@@H:27]([CH2:28][O:29][CH3:30])[CH2:26][CH2:25][C:24]4=[O:31])=[CH:19][CH:18]=3)=[O:16])[CH2:11][CH2:10]2)=[N:4][CH:5]=[C:6]([CH3:8])[CH:7]=1.[ClH:32].C(OCC)(=O)C. (3) Given the product [CH2:1]([O:3][C:4](=[O:15])[CH2:5][C:6]1[CH:11]=[CH:10][C:9]([OH:12])=[C:8]([CH3:13])[C:7]=1[CH3:14])[CH3:2].[Cl:37][C:28]1[CH:29]=[C:30]([S:33](=[O:34])(=[O:35])[NH2:36])[CH:31]=[CH:32][C:27]=1[NH:26][C:4](=[O:15])[CH2:5][C:6]1[CH:11]=[CH:10][C:9]([O:12][C:24]2[CH:23]=[CH:22][C:19]([C:20]#[N:21])=[CH:18][C:17]=2[CH3:16])=[C:8]([CH3:13])[C:7]=1[CH3:14], predict the reactants needed to synthesize it. The reactants are: [CH2:1]([O:3][C:4](=[O:15])[CH2:5][C:6]1[CH:11]=[CH:10][C:9]([OH:12])=[C:8]([CH3:13])[C:7]=1[CH3:14])[CH3:2].[CH3:16][C:17]1[CH:18]=[C:19]([CH:22]=[CH:23][C:24]=1F)[C:20]#[N:21].[NH2:26][C:27]1[CH:32]=[CH:31][C:30]([S:33]([NH2:36])(=[O:35])=[O:34])=[CH:29][C:28]=1[Cl:37]. (4) The reactants are: [CH:1]([C:4]1[CH:13]=[C:12]2[C:7]([C:8](=[O:20])[N:9]([NH:15][S:16]([CH3:19])(=[O:18])=[O:17])[C:10](=[O:14])[NH:11]2)=[CH:6][C:5]=1[C:21]1[N:22]([CH3:26])[N:23]=[CH:24][CH:25]=1)([CH3:3])[CH3:2].Cl[C:28]([O:30][CH2:31][CH2:32][CH3:33])=[O:29]. Given the product [CH2:31]([O:30][C:28]([N:11]1[C:12]2[C:7](=[CH:6][C:5]([C:21]3[N:22]([CH3:26])[N:23]=[CH:24][CH:25]=3)=[C:4]([CH:1]([CH3:3])[CH3:2])[CH:13]=2)[C:8](=[O:20])[N:9]([N:15]([S:16]([CH3:19])(=[O:17])=[O:18])[C:28]([O:30][CH2:31][CH2:32][CH3:33])=[O:29])[C:10]1=[O:14])=[O:29])[CH2:32][CH3:33], predict the reactants needed to synthesize it. (5) The reactants are: [Si:1]([O:8][C@H:9]([C:27]([CH3:42])([CH3:41])[C:28](=[O:40])[C@H:29]([CH3:39])[C@@H:30]([OH:38])[C@@H:31]([CH3:37])[CH2:32][CH2:33][CH2:34][CH:35]=[CH2:36])[CH2:10][C:11]([O:13][C@@H:14]([CH2:24][CH:25]=[CH2:26])/[C:15](/[CH3:23])=[CH:16]/[C:17]1[N:18]=[C:19]([CH3:22])[S:20][CH:21]=1)=[O:12])([C:4]([CH3:7])([CH3:6])[CH3:5])([CH3:3])[CH3:2].N1C(C)=CC=CC=1C.[Si:51](OS(C(F)(F)F)(=O)=O)([C:54]([CH3:57])([CH3:56])[CH3:55])([CH3:53])[CH3:52]. Given the product [Si:1]([O:8][C@H:9]([C:27]([CH3:41])([CH3:42])[C:28](=[O:40])[C@H:29]([CH3:39])[C@@H:30]([O:38][Si:51]([C:54]([CH3:57])([CH3:56])[CH3:55])([CH3:53])[CH3:52])[C@@H:31]([CH3:37])[CH2:32][CH2:33][CH2:34][CH:35]=[CH2:36])[CH2:10][C:11]([O:13][C@@H:14]([CH2:24][CH:25]=[CH2:26])/[C:15](/[CH3:23])=[CH:16]/[C:17]1[N:18]=[C:19]([CH3:22])[S:20][CH:21]=1)=[O:12])([C:4]([CH3:5])([CH3:7])[CH3:6])([CH3:3])[CH3:2], predict the reactants needed to synthesize it. (6) Given the product [CH:35]([C:16]1[N:17]=[C:18]([C:20]2[CH:21]=[CH:22][C:23]([C:47]3[N:52]=[CH:51][CH:50]=[CH:49][N:48]=3)=[CH:24][CH:25]=2)[O:19][C:15]=1[CH:13]([O:12][C:9]1[CH:10]=[CH:11][C:6]([CH2:5][CH2:4][C:3]([OH:2])=[O:39])=[C:7]([CH3:38])[CH:8]=1)[CH3:14])([CH3:37])[CH3:36], predict the reactants needed to synthesize it. The reactants are: C[O:2][C:3](=[O:39])[CH2:4][CH2:5][C:6]1[CH:11]=[CH:10][C:9]([O:12][CH:13]([C:15]2[O:19][C:18]([C:20]3[CH:25]=[CH:24][C:23](B4OC(C)(C)C(C)(C)O4)=[CH:22][CH:21]=3)=[N:17][C:16]=2[CH:35]([CH3:37])[CH3:36])[CH3:14])=[CH:8][C:7]=1[CH3:38].C([O-])([O-])=O.[Na+].[Na+].Cl[C:47]1[N:52]=[CH:51][CH:50]=[CH:49][N:48]=1.